Predict the reactants needed to synthesize the given product. From a dataset of Full USPTO retrosynthesis dataset with 1.9M reactions from patents (1976-2016). (1) Given the product [CH3:1][C:2]1[C:6]([CH2:7][CH2:8][C:9](=[O:17])[N:10]([CH3:37])[C:11]2[CH:12]=[CH:13][CH:14]=[CH:15][CH:16]=2)=[C:5]([C:18]2[CH:23]=[CH:22][C:21]([C:24]3[CH:25]=[CH:26][C:27]([C:30]4([C:33]([OH:35])=[O:34])[CH2:32][CH2:31]4)=[CH:28][CH:29]=3)=[CH:20][CH:19]=2)[O:4][N:3]=1, predict the reactants needed to synthesize it. The reactants are: [CH3:1][C:2]1[C:6]([CH2:7][CH2:8][C:9](=[O:17])[NH:10][C:11]2[CH:16]=[CH:15][CH:14]=[CH:13][CH:12]=2)=[C:5]([C:18]2[CH:23]=[CH:22][C:21]([C:24]3[CH:29]=[CH:28][C:27]([C:30]4([C:33]([OH:35])=[O:34])[CH2:32][CH2:31]4)=[CH:26][CH:25]=3)=[CH:20][CH:19]=2)[O:4][N:3]=1.I[CH3:37]. (2) Given the product [Cl:1][C:2]1[CH:8]=[C:7]([C:11]([F:17])([F:16])[C:12]([F:15])([F:14])[F:13])[CH:6]=[CH:5][C:3]=1[NH2:4], predict the reactants needed to synthesize it. The reactants are: [Cl:1][C:2]1[CH:8]=[C:7](I)[CH:6]=[CH:5][C:3]=1[NH2:4].I[C:11]([F:17])([F:16])[C:12]([F:15])([F:14])[F:13].